This data is from Catalyst prediction with 721,799 reactions and 888 catalyst types from USPTO. The task is: Predict which catalyst facilitates the given reaction. (1) Reactant: [Cl:1][C:2]1[C:3](F)=[CH:4][C:5]([F:29])=[C:6]([S:8]([N:11]([CH2:18][C:19]2[CH:24]=[CH:23][C:22]([O:25][CH3:26])=[CH:21][C:20]=2[O:27][CH3:28])[C:12]2[CH:17]=[CH:16][N:15]=[CH:14][N:13]=2)(=[O:10])=[O:9])[CH:7]=1.[F:31][C:32]1([F:50])[CH2:37][C@H:36]([OH:38])[C@@H:35]([C:39]2[N:43]([CH2:44][O:45][CH2:46][CH2:47][O:48][CH3:49])[N:42]=[CH:41][CH:40]=2)[CH2:34][CH2:33]1.[H-].[Na+].CN(C=O)C. Product: [Cl:1][C:2]1[C:3]([O:38][C@H:36]2[CH2:37][C:32]([F:31])([F:50])[CH2:33][CH2:34][C@@H:35]2[C:39]2[N:43]([CH2:44][O:45][CH2:46][CH2:47][O:48][CH3:49])[N:42]=[CH:41][CH:40]=2)=[CH:4][C:5]([F:29])=[C:6]([S:8]([N:11]([CH2:18][C:19]2[CH:24]=[CH:23][C:22]([O:25][CH3:26])=[CH:21][C:20]=2[O:27][CH3:28])[C:12]2[CH:17]=[CH:16][N:15]=[CH:14][N:13]=2)(=[O:9])=[O:10])[CH:7]=1. The catalyst class is: 6. (2) Reactant: [CH3:1][O:2][C:3]1[CH:4]=[C:5]2[C:10](=[CH:11][C:12]=1[O:13][CH3:14])[N:9]=[C:8]([S:15][CH3:16])[CH:7]=[C:6]2[O:17][C:18]1[CH:23]=[CH:22][C:21]([NH2:24])=[CH:20][C:19]=1[F:25].[F:26][C:27]1[CH:32]=[CH:31][C:30]([NH:33][C:34]([C:36]2([C:39](O)=[O:40])[CH2:38][CH2:37]2)=[O:35])=[CH:29][CH:28]=1.CN(C(ON1N=NC2C=CC=NC1=2)=[N+](C)C)C.F[P-](F)(F)(F)(F)F.O. Product: [CH3:1][O:2][C:3]1[CH:4]=[C:5]2[C:10](=[CH:11][C:12]=1[O:13][CH3:14])[N:9]=[C:8]([S:15][CH3:16])[CH:7]=[C:6]2[O:17][C:18]1[CH:23]=[CH:22][C:21]([NH:24][C:39]([C:36]2([C:34]([NH:33][C:30]3[CH:31]=[CH:32][C:27]([F:26])=[CH:28][CH:29]=3)=[O:35])[CH2:38][CH2:37]2)=[O:40])=[CH:20][C:19]=1[F:25]. The catalyst class is: 3.